This data is from NCI-60 drug combinations with 297,098 pairs across 59 cell lines. The task is: Regression. Given two drug SMILES strings and cell line genomic features, predict the synergy score measuring deviation from expected non-interaction effect. (1) Drug 1: C1CC(=O)NC(=O)C1N2CC3=C(C2=O)C=CC=C3N. Drug 2: N.N.Cl[Pt+2]Cl. Cell line: RXF 393. Synergy scores: CSS=3.98, Synergy_ZIP=-0.0472, Synergy_Bliss=0.558, Synergy_Loewe=1.69, Synergy_HSA=1.70. (2) Drug 1: COC1=C2C(=CC3=C1OC=C3)C=CC(=O)O2. Drug 2: C1CNP(=O)(OC1)N(CCCl)CCCl. Cell line: HL-60(TB). Synergy scores: CSS=-0.490, Synergy_ZIP=11.1, Synergy_Bliss=17.9, Synergy_Loewe=8.43, Synergy_HSA=2.87. (3) Drug 1: C1=CC(=CC=C1CCCC(=O)O)N(CCCl)CCCl. Drug 2: C1CN(CCN1C(=O)CCBr)C(=O)CCBr. Cell line: IGROV1. Synergy scores: CSS=35.4, Synergy_ZIP=-5.32, Synergy_Bliss=-6.25, Synergy_Loewe=-2.42, Synergy_HSA=1.14. (4) Drug 2: CC12CCC3C(C1CCC2OP(=O)(O)O)CCC4=C3C=CC(=C4)OC(=O)N(CCCl)CCCl.[Na+]. Drug 1: CN1CCC(CC1)COC2=C(C=C3C(=C2)N=CN=C3NC4=C(C=C(C=C4)Br)F)OC. Cell line: PC-3. Synergy scores: CSS=-7.18, Synergy_ZIP=-3.14, Synergy_Bliss=-8.98, Synergy_Loewe=-16.6, Synergy_HSA=-9.18. (5) Drug 1: COC1=C(C=C2C(=C1)N=CN=C2NC3=CC(=C(C=C3)F)Cl)OCCCN4CCOCC4. Drug 2: C(=O)(N)NO. Cell line: M14. Synergy scores: CSS=8.61, Synergy_ZIP=0.416, Synergy_Bliss=3.13, Synergy_Loewe=-13.3, Synergy_HSA=-0.853. (6) Drug 1: CS(=O)(=O)C1=CC(=C(C=C1)C(=O)NC2=CC(=C(C=C2)Cl)C3=CC=CC=N3)Cl. Drug 2: COC1=C2C(=CC3=C1OC=C3)C=CC(=O)O2. Cell line: HL-60(TB). Synergy scores: CSS=9.53, Synergy_ZIP=3.17, Synergy_Bliss=8.47, Synergy_Loewe=6.15, Synergy_HSA=5.15. (7) Drug 2: C1=CC=C(C=C1)NC(=O)CCCCCCC(=O)NO. Drug 1: C1=NC2=C(N1)C(=S)N=C(N2)N. Synergy scores: CSS=34.4, Synergy_ZIP=-7.76, Synergy_Bliss=-4.91, Synergy_Loewe=-6.18, Synergy_HSA=-4.78. Cell line: M14.